This data is from Full USPTO retrosynthesis dataset with 1.9M reactions from patents (1976-2016). The task is: Predict the reactants needed to synthesize the given product. (1) Given the product [C:23]([O:22][C:20](=[O:21])[NH:27][C@@H:28]([C:30](=[O:31])[NH:19][C:14]1[CH2:15][CH2:16][CH2:17][CH2:18][C:13]=1[C:11](=[O:12])[NH:10][C:7]1[CH:6]=[CH:5][C:4]([O:3][CH2:1][CH3:2])=[CH:9][CH:8]=1)[CH3:29])([CH3:24])([CH3:25])[CH3:26], predict the reactants needed to synthesize it. The reactants are: [CH2:1]([O:3][C:4]1[CH:9]=[CH:8][C:7]([NH:10][C:11]([C:13]2[CH2:18][CH2:17][CH2:16][CH2:15][C:14]=2[NH2:19])=[O:12])=[CH:6][CH:5]=1)[CH3:2].[C:20]([NH:27][C@@H:28]([C:30](O)=[O:31])[CH3:29])([O:22][C:23]([CH3:26])([CH3:25])[CH3:24])=[O:21].C(Cl)CCl.C1C=CC2N(O)N=NC=2C=1.CN1CCOCC1. (2) Given the product [C:14]1([CH3:24])[CH:19]=[CH:18][C:17]([S:20]([O:8][C@@H:7]([CH2:9][CH2:10][CH3:11])[CH2:1][CH2:2][CH2:3][CH2:4][CH2:5][CH3:6])(=[O:22])=[O:21])=[CH:16][CH:15]=1, predict the reactants needed to synthesize it. The reactants are: [CH2:1]([C@@H:7]1[CH2:9][O:8]1)[CH2:2][CH2:3][CH2:4][CH2:5][CH3:6].[CH2:10]([Mg]Cl)[CH3:11].[C:14]1([CH3:24])[CH:19]=[CH:18][C:17]([S:20](Cl)(=[O:22])=[O:21])=[CH:16][CH:15]=1.O.